This data is from Reaction yield outcomes from USPTO patents with 853,638 reactions. The task is: Predict the reaction yield, written as a fraction of the theoretical maximum amount of product (1.0 means a 100% yield; for example, 0.34 means a 34% yield). (1) The reactants are [Cl:1][C:2]1[CH:3]=[CH:4][C:5]([OH:11])=[C:6]([C:8](=O)[CH3:9])[CH:7]=1.[CH3:12][S:13]([C:16]1[CH:17]=[N:18][CH:19]=[C:20]([CH:25]=1)[C:21]([NH:23][NH2:24])=[O:22])(=[O:15])=[O:14]. The catalyst is CO.C(O)(=O)C. The product is [Cl:1][C:2]1[CH:3]=[CH:4][C:5]([OH:11])=[C:6](/[C:8](=[N:24]/[NH:23][C:21](=[O:22])[C:20]2[CH:25]=[C:16]([S:13]([CH3:12])(=[O:15])=[O:14])[CH:17]=[N:18][CH:19]=2)/[CH3:9])[CH:7]=1. The yield is 0.630. (2) The reactants are [CH3:1][C:2]1[C:6]([CH:7]([OH:21])[C:8]2[O:9][C:10]3[CH:16]=[CH:15][C:14]([CH2:17]C(O)=O)=[CH:13][C:11]=3[CH:12]=2)=[C:5]([CH3:22])[O:4][N:3]=1.CC[N:25]([CH2:28]C)CC.P(N=[N+]=[N-])(=O)(OC1C=CC=CC=1)[O:31]C1C=CC=CC=1.CCOC(C)=O.[C:55]([OH:59])([CH3:58])([CH3:57])[CH3:56]. No catalyst specified. The product is [C:55]([O:59][C:28](=[O:31])[NH:25][CH2:17][C:14]1[CH:15]=[CH:16][C:10]2[O:9][C:8]([CH:7]([C:6]3[C:2]([CH3:1])=[N:3][O:4][C:5]=3[CH3:22])[OH:21])=[CH:12][C:11]=2[CH:13]=1)([CH3:58])([CH3:57])[CH3:56]. The yield is 0.188. (3) The yield is 0.800. The catalyst is CN1C(=O)CCC1. The product is [Cl:70][C:67]1[CH:66]=[CH:65][C:64]([CH:61]([NH:60][C:48]([C:33]2([NH:32][C:30](=[O:31])[O:29][C:25]([CH3:26])([CH3:27])[CH3:28])[CH2:38][CH2:37][N:36]([C:39]3[C:40]4[CH:47]=[CH:46][NH:45][C:41]=4[N:42]=[CH:43][N:44]=3)[CH2:35][CH2:34]2)=[O:50])[CH2:62][OH:63])=[CH:69][CH:68]=1. The reactants are F[P-](F)(F)(F)(F)F.N1(OC(N(C)C)=[N+](C)C)C2N=CC=CC=2N=N1.[C:25]([O:29][C:30]([NH:32][C:33]1([C:48]([OH:50])=O)[CH2:38][CH2:37][N:36]([C:39]2[C:40]3[CH:47]=[CH:46][NH:45][C:41]=3[N:42]=[CH:43][N:44]=2)[CH2:35][CH2:34]1)=[O:31])([CH3:28])([CH3:27])[CH3:26].C(N(C(C)C)C(C)C)C.[NH2:60][CH:61]([C:64]1[CH:69]=[CH:68][C:67]([Cl:70])=[CH:66][CH:65]=1)[CH2:62][OH:63]. (4) The reactants are [OH:1][C:2]1[CH:7]=[CH:6][C:5]([N:8]2[C:13](=[O:14])[C:12]([CH2:15][C:16]3[CH:21]=[CH:20][C:19]([C:22]4[C:23]([C:28]#[N:29])=[CH:24][CH:25]=[CH:26][CH:27]=4)=[CH:18][CH:17]=3)=[C:11]([CH2:30][CH2:31][CH3:32])[N:10]=[C:9]2[CH3:33])=[CH:4][CH:3]=1.[F:34][CH2:35][CH:36](O)[CH2:37][F:38].C1(P(C2C=CC=CC=2)C2C=CC=CC=2)C=CC=CC=1.[N:60]([C:61]([O:63]C(C)C)=[O:62])=[N:60][C:61]([O:63]C(C)C)=[O:62]. The catalyst is O1CCCC1.O.C(OCC)(=O)C. The product is [F:34][CH2:35][CH:36]([CH2:37][F:38])[O:1][C:2]1[CH:3]=[CH:4][C:5]([N:8]2[C:13](=[O:14])[C:12]([CH2:15][C:16]3[CH:21]=[CH:20][C:19]([C:22]4[CH:27]=[CH:26][CH:25]=[CH:24][C:23]=4[C:28]4[NH:60][C:61](=[O:62])[O:63][N:29]=4)=[CH:18][CH:17]=3)=[C:11]([CH2:30][CH2:31][CH3:32])[N:10]=[C:9]2[CH3:33])=[CH:6][CH:7]=1. The yield is 0.720. (5) The reactants are [CH2:1]([NH:4][C:5]1[N:6]=[C:7](Cl)[C:8]2[CH:13]=[CH:12][N:11]([CH3:14])[C:9]=2[N:10]=1)[CH2:2][CH3:3].CCN(C(C)C)C(C)C.Cl.[CH:26]12[NH:33][CH:30]([CH2:31][CH2:32]1)[CH2:29][CH:28]([OH:34])[CH2:27]2.O. The catalyst is C(O)CCC. The product is [CH3:14][N:11]1[C:9]2[N:10]=[C:5]([NH:4][CH2:1][CH2:2][CH3:3])[N:6]=[C:7]([N:33]3[CH:26]4[CH2:32][CH2:31][CH:30]3[CH2:29][CH:28]([OH:34])[CH2:27]4)[C:8]=2[CH:13]=[CH:12]1. The yield is 0.570.